The task is: Predict the product of the given reaction.. This data is from Forward reaction prediction with 1.9M reactions from USPTO patents (1976-2016). Given the reactants [C:1]1([N:7]2[C:12](=[O:13])[C:11](Cl)=[C:10]([O:15][CH3:16])[CH:9]=[N:8]2)[CH:6]=[CH:5][CH:4]=[CH:3][CH:2]=1.[F:17][C:18]1[CH:23]=[CH:22][C:21](B(O)O)=[CH:20][CH:19]=1, predict the reaction product. The product is: [C:1]1([N:7]2[C:12](=[O:13])[C:11]([C:21]3[CH:22]=[CH:23][C:18]([F:17])=[CH:19][CH:20]=3)=[C:10]([O:15][CH3:16])[CH:9]=[N:8]2)[CH:6]=[CH:5][CH:4]=[CH:3][CH:2]=1.